From a dataset of Experimentally validated miRNA-target interactions with 360,000+ pairs, plus equal number of negative samples. Binary Classification. Given a miRNA mature sequence and a target amino acid sequence, predict their likelihood of interaction. (1) The miRNA is hsa-miR-7159-3p with sequence UUUCUAUGUUAGUUGGAAG. Result: 0 (no interaction). The protein sequence of the target gene is MGKMAAAVASLATLAAEPREDAFRKLFRFYRQSRPGTADLGAVIDFSEAHLARSPKPGVPQVVRFPLNVSSVTERDAERVGLEPVSKWRAYGLEGYPGFIFIPNPFLPGCQRHWVKQCLKLYSQKPNVCNLDKHMTKEETQGLWEQSKEVLRSKEVTKRRPRSLLERLRWVTLGYHYNWDSKKYSADHYTPFPSDLAFLSEQVATACGFQGFQAEAGILNYYRLDSTLGIHVDRSELDHSKPLLSFSFGQSAIFLLGGLKRDEAPTAMFMHSGDIMVMSGFSRLLNHAVPRVLPHPDGEC.... (2) The miRNA is hsa-miR-762 with sequence GGGGCUGGGGCCGGGGCCGAGC. The protein sequence of the target gene is MSSKRTKTKTKKRPQRATSNVFAMFDQSQIQEFKEAFNMIDQNRDGFIDKEDLHDMLASLGKNPTDEYLDAMMNEAPGPINFTMFLTMFGEKLNGTDPEDVIRNAFACFDEEATGTIQEDYLRELLTTMGDRFTDEEVDELYREAPIDKKGNFNYIEFTRILKHGAKDKDD. Result: 1 (interaction). (3) The miRNA is mmu-miR-297a-5p with sequence AUGUAUGUGUGCAUGUGCAUGU. The protein sequence of the target gene is MGKLSPCTGRSRPGGPGPQLPLLLLLLQLLLLLLSPARASGATQPPHVVFVLADDLGWNDLGFHGSVIRTPHLDALAAGGVVLDNYYVQPLCTPSRSQLLTGRYQIHLGLQHYLIMTCQPSCVPLDEKLLPQLLKEAGYATHMVGKWHLGMYRKECLPTRRGFDTYFGYLLGSEDYYTHEACAPIESLNGTRCALDLRDGEEPAKEYNNIYSTNIFTKRATTVIANHPPEKPLFLYLAFQSVHDPLQVPEEYMEPYGFIQDKHRRIYAGMVSLMDEAVGNVTKALKSHGLWNNTVFIFST.... Result: 0 (no interaction).